This data is from Full USPTO retrosynthesis dataset with 1.9M reactions from patents (1976-2016). The task is: Predict the reactants needed to synthesize the given product. (1) The reactants are: [N+:1]([C:4]1[CH:9]=[CH:8][C:7]([CH:10]2[CH2:15][CH2:14][C:13](=[O:16])[CH2:12][CH2:11]2)=[CH:6][CH:5]=1)([O-])=O.[Cl-].[NH4+]. Given the product [NH2:1][C:4]1[CH:5]=[CH:6][C:7]([CH:10]2[CH2:11][CH2:12][C:13](=[O:16])[CH2:14][CH2:15]2)=[CH:8][CH:9]=1, predict the reactants needed to synthesize it. (2) Given the product [Br:1][C:2]1[CH:15]=[CH:14][C:5]([O:6][C:7]2([CH2:12][O:13][S:19]([CH3:18])(=[O:21])=[O:20])[CH2:10][O:11][CH2:8]2)=[CH:4][CH:3]=1, predict the reactants needed to synthesize it. The reactants are: [Br:1][C:2]1[CH:15]=[CH:14][C:5]([O:6][C:7]([CH2:12][OH:13])([CH2:10][OH:11])[CH2:8]O)=[CH:4][CH:3]=1.[H-].[Na+].[CH3:18][S:19](Cl)(=[O:21])=[O:20].